From a dataset of Full USPTO retrosynthesis dataset with 1.9M reactions from patents (1976-2016). Predict the reactants needed to synthesize the given product. (1) Given the product [Cl:1][C:2]1[CH:7]=[CH:6][N:5]=[C:4]2[CH:8]=[C:9]([C:16]3[N:21]=[C:20]([CH:22]=[O:23])[CH:19]=[CH:18][CH:17]=3)[S:10][C:3]=12, predict the reactants needed to synthesize it. The reactants are: [Cl:1][C:2]1[CH:7]=[CH:6][N:5]=[C:4]2[CH:8]=[C:9]([Sn](C)(C)C)[S:10][C:3]=12.Br[C:16]1[N:21]=[C:20]([CH:22]=[O:23])[CH:19]=[CH:18][CH:17]=1. (2) Given the product [CH2:21]([N:18]1[C:15]2=[N:16][CH:17]=[C:12]([CH2:11][N:4]3[CH2:5][CH2:6][N:2]([CH3:1])[C:3]3=[O:7])[C:13]([NH:23][CH:24]3[CH2:29][CH2:28][O:27][CH2:26][CH2:25]3)=[C:14]2[CH:20]=[N:19]1)[CH3:22], predict the reactants needed to synthesize it. The reactants are: [CH3:1][N:2]1[CH2:6][CH2:5][NH:4][C:3]1=[O:7].[H-].[Na+].Cl[CH2:11][C:12]1[CH:17]=[N:16][C:15]2[N:18]([CH2:21][CH3:22])[N:19]=[CH:20][C:14]=2[C:13]=1[NH:23][CH:24]1[CH2:29][CH2:28][O:27][CH2:26][CH2:25]1. (3) The reactants are: [NH2:1][C:2]1[N:3]=[CH:4][S:5][C:6]=1[C:7]([O:9]C)=O.[NH2:11][C:12](N)=[O:13]. Given the product [S:5]1[C:6]2[C:7](=[O:9])[NH:11][C:12](=[O:13])[NH:1][C:2]=2[N:3]=[CH:4]1, predict the reactants needed to synthesize it. (4) Given the product [CH3:20][C:18]1[CH:19]=[C:14]([CH:11]2[CH2:12][CH2:13][NH:8][CH2:9][CH2:10]2)[CH:15]=[C:16]([CH3:22])[CH:17]=1, predict the reactants needed to synthesize it. The reactants are: C([N:8]1[CH2:13][CH:12]=[C:11]([C:14]2[CH:19]=[C:18]([CH2:20]C)[CH:17]=[C:16]([CH2:22]C)[CH:15]=2)[CH2:10][CH2:9]1)C1C=CC=CC=1.C(O)=O. (5) Given the product [CH3:35]/[C:36](/[C:2]1[N:7]=[C:6]2[O:8][C:9]([C:15]3[CH:20]=[CH:19][C:18]([F:21])=[CH:17][CH:16]=3)=[C:10]([C:11](=[O:14])[NH:12][CH3:13])[C:5]2=[CH:4][C:3]=1[C:22]1[CH:23]=[C:24]([CH:32]=[CH:33][CH:34]=1)[C:25]([O:27][C:28]([CH3:31])([CH3:30])[CH3:29])=[O:26])=[CH:37]\[CH3:38], predict the reactants needed to synthesize it. The reactants are: Cl[C:2]1[N:7]=[C:6]2[O:8][C:9]([C:15]3[CH:20]=[CH:19][C:18]([F:21])=[CH:17][CH:16]=3)=[C:10]([C:11](=[O:14])[NH:12][CH3:13])[C:5]2=[CH:4][C:3]=1[C:22]1[CH:23]=[C:24]([CH:32]=[CH:33][CH:34]=1)[C:25]([O:27][C:28]([CH3:31])([CH3:30])[CH3:29])=[O:26].[CH3:35]/[C:36](/[B-](F)(F)F)=[CH:37]\[CH3:38].[K+].C1(P(C2CCCCC2)C2C(C3C(OC)=CC=CC=3OC)=CC(S([O-])(=O)=O)=CC=2)CCCCC1.[Na+].C(=O)([O-])[O-].[Cs+].[Cs+]. (6) Given the product [C:29]([C:27]1[C:26]([O:32][CH3:33])=[C:25]([CH:11]2[CH2:14][N:13]([C:15]([O:17][C:18]([CH3:21])([CH3:20])[CH3:19])=[O:16])[CH2:12]2)[C:24]([CH3:35])=[C:23]([Cl:22])[CH:28]=1)(=[O:31])[CH3:30], predict the reactants needed to synthesize it. The reactants are: BrCCBr.Cl[Si](C)(C)C.I[CH:11]1[CH2:14][N:13]([C:15]([O:17][C:18]([CH3:21])([CH3:20])[CH3:19])=[O:16])[CH2:12]1.[Cl:22][C:23]1[C:24]([CH3:35])=[C:25](I)[C:26]([O:32][CH3:33])=[C:27]([C:29](=[O:31])[CH3:30])[CH:28]=1. (7) Given the product [Cl:1][C:2]1[CH:3]=[C:4]([NH:9][C:10]2[C:11]3[C:18]4[CH2:19][N:20]([C:29](=[O:30])/[CH:28]=[CH:27]/[CH2:26][N:25]([CH3:24])[CH:32]([CH3:34])[CH3:33])[CH2:21][CH2:22][C:17]=4[S:16][C:12]=3[N:13]=[CH:14][N:15]=2)[CH:5]=[CH:6][C:7]=1[Cl:8], predict the reactants needed to synthesize it. The reactants are: [Cl:1][C:2]1[CH:3]=[C:4]([NH:9][C:10]2[C:11]3[C:18]4[CH2:19][NH:20][CH2:21][CH2:22][C:17]=4[S:16][C:12]=3[N:13]=[CH:14][N:15]=2)[CH:5]=[CH:6][C:7]=1[Cl:8].Cl.[CH3:24][N:25]([CH:32]([CH3:34])[CH3:33])[CH2:26]/[CH:27]=[CH:28]/[C:29](O)=[O:30]. (8) Given the product [C:11]([O:10][C:8]([N:5]1[CH2:4][CH2:3][CH:2]([NH:1][C:24](=[O:28])[C:25]([CH3:27])=[CH2:26])[CH2:7][CH2:6]1)=[O:9])([CH3:14])([CH3:13])[CH3:12], predict the reactants needed to synthesize it. The reactants are: [NH2:1][CH:2]1[CH2:7][CH2:6][N:5]([C:8]([O:10][C:11]([CH3:14])([CH3:13])[CH3:12])=[O:9])[CH2:4][CH2:3]1.CCN(C(C)C)C(C)C.[C:24](Cl)(=[O:28])[C:25]([CH3:27])=[CH2:26].